Dataset: Forward reaction prediction with 1.9M reactions from USPTO patents (1976-2016). Task: Predict the product of the given reaction. (1) Given the reactants [Cl:1][C:2]1[CH:7]=[C:6]([Cl:8])[CH:5]=[CH:4][C:3]=1[N:9]1[C:14]2=[N:15][C:16]3[CH:21]=[CH:20][CH:19]=[C:18]([C:22]([N:24]4[CH2:27][CH:26]([OH:28])[CH2:25]4)=O)[C:17]=3[N:13]2[CH2:12][CH2:11][CH2:10]1.[B].O1CCCC1.[Cl-].[NH4+], predict the reaction product. The product is: [Cl:1][C:2]1[CH:7]=[C:6]([Cl:8])[CH:5]=[CH:4][C:3]=1[N:9]1[C:14]2=[N:15][C:16]3[CH:21]=[CH:20][CH:19]=[C:18]([CH2:22][N:24]4[CH2:27][CH:26]([OH:28])[CH2:25]4)[C:17]=3[N:13]2[CH2:12][CH2:11][CH2:10]1. (2) Given the reactants [CH3:1][O:2][C:3]1[CH:12]=[C:11]([O:13][CH3:14])[CH:10]=[CH:9][C:4]=1[C:5]([O:7]C)=[O:6].C(Cl)(Cl)Cl.O.Cl, predict the reaction product. The product is: [CH3:1][O:2][C:3]1[CH:12]=[C:11]([O:13][CH3:14])[CH:10]=[CH:9][C:4]=1[C:5]([OH:7])=[O:6].